From a dataset of Full USPTO retrosynthesis dataset with 1.9M reactions from patents (1976-2016). Predict the reactants needed to synthesize the given product. (1) Given the product [CH3:1][C:2]1([CH3:17])[CH2:8][CH2:7][CH2:6][NH:5][C:4]2[CH:10]=[CH:11][C:12]([N+:14]([O-:16])=[O:15])=[CH:13][C:3]1=2, predict the reactants needed to synthesize it. The reactants are: [CH3:1][C:2]1([CH3:17])[CH2:8][CH2:7][C:6](=O)[NH:5][C:4]2[CH:10]=[CH:11][C:12]([N+:14]([O-:16])=[O:15])=[CH:13][C:3]1=2.CO. (2) Given the product [CH2:1]([O:3][CH2:4][C:5]1[N:6]([NH:18][CH2:19][C:20]2[O:21][CH:22]=[CH:23][CH:24]=2)[C:7]2[C:16]3[CH:15]=[CH:14][CH:13]=[CH:12][C:11]=3[N:10]=[C:9]([NH2:36])[C:8]=2[N:17]=1)[CH3:2], predict the reactants needed to synthesize it. The reactants are: [CH2:1]([O:3][CH2:4][C:5]1[N:6]([NH:18][CH2:19][C:20]2[O:21][CH:22]=[CH:23][CH:24]=2)[C:7]2[C:16]3[CH:15]=[CH:14][CH:13]=[CH:12][C:11]=3[N:10]=[CH:9][C:8]=2[N:17]=1)[CH3:2].C1C=C(Cl)C=C(C(OO)=O)C=1.[NH4+:36].[OH-].C1(C)C=CC(S(Cl)(=O)=O)=CC=1.